Dataset: Human liver microsome stability data. Task: Regression/Classification. Given a drug SMILES string, predict its absorption, distribution, metabolism, or excretion properties. Task type varies by dataset: regression for continuous measurements (e.g., permeability, clearance, half-life) or binary classification for categorical outcomes (e.g., BBB penetration, CYP inhibition). Dataset: hlm. The compound is CON(Cc1cc(C(=O)NOCCO)c(Nc2ccc(I)cc2F)c(F)c1F)C(C)=O. The result is 0 (unstable in human liver microsomes).